From a dataset of CYP1A2 inhibition data for predicting drug metabolism from PubChem BioAssay. Regression/Classification. Given a drug SMILES string, predict its absorption, distribution, metabolism, or excretion properties. Task type varies by dataset: regression for continuous measurements (e.g., permeability, clearance, half-life) or binary classification for categorical outcomes (e.g., BBB penetration, CYP inhibition). Dataset: cyp1a2_veith. (1) The drug is CS(=O)(=O)Nc1cccc(-c2nc(Nc3ccc(F)cc3)c3ccccc3n2)c1. The result is 1 (inhibitor). (2) The drug is CCCCNC(=O)C1C2C=CC3(CN(Cc4ccccc4Cl)C(=O)C13)O2. The result is 0 (non-inhibitor).